Dataset: Forward reaction prediction with 1.9M reactions from USPTO patents (1976-2016). Task: Predict the product of the given reaction. Given the reactants [CH3:1][N:2]1[CH2:8][CH2:7][CH:6]([OH:9])[C:5]2[CH:10]=[CH:11][C:12]([C:14]3[N:15]=[N:16][CH:17]=[CH:18][CH:19]=3)=[CH:13][C:4]=2[CH2:3]1.[Cl:20][C:21]1[CH:26]=[CH:25][C:24](O)=[CH:23][CH:22]=1.[C:28]([CH:31]([CH:33]([C:35]([OH:37])=[O:36])[OH:34])[OH:32])([OH:30])=[O:29].ClC1C=CC(C2CCNCC3C=C(C4N=NC=CC=4)C=CC2=3)=CC=1, predict the reaction product. The product is: [C:28]([CH:31]([CH:33]([C:35]([OH:37])=[O:36])[OH:34])[OH:32])([OH:30])=[O:29].[Cl:20][C:21]1[CH:26]=[CH:25][C:24]([O:9][CH:6]2[CH2:7][CH2:8][N:2]([CH3:1])[CH2:3][C:4]3[CH:13]=[C:12]([C:14]4[N:15]=[N:16][CH:17]=[CH:18][CH:19]=4)[CH:11]=[CH:10][C:5]2=3)=[CH:23][CH:22]=1.